Predict the reaction yield, written as a fraction of the theoretical maximum amount of product (1.0 means a 100% yield; for example, 0.34 means a 34% yield). From a dataset of Reaction yield outcomes from USPTO patents with 853,638 reactions. (1) The reactants are [Br-].[CH:15]1[CH:20]=[CH:19][C:18](P([C:15]2[CH:20]=[CH:19][CH:18]=[CH:17][CH:16]=2)[C:15]2[CH:20]=[CH:19][CH:18]=[CH:17][CH:16]=2)=[CH:17][CH:16]=1.[Li][CH2:22][CH2:23][CH2:24][CH3:25].[CH3:26][CH:27]([CH2:30][CH2:31][CH2:32][CH2:33][CH2:34][CH2:35][CH2:36][CH2:37][CH3:38])[CH:28]=O.[CH2:39]1COC[CH2:40]1. The catalyst is O. The product is [CH3:26][CH:27]([CH2:30][CH2:31][CH2:32][CH2:33][CH2:34][CH2:35][CH2:36][CH2:37][CH3:38])[CH:28]=[CH:39][CH2:40][C:15]1[CH:16]=[CH:17][C:18]2[C:19](=[CH:22][CH:23]=[CH:24][CH:25]=2)[CH:20]=1. The yield is 0.140. (2) The product is [F:1][C:2]1[CH:3]=[C:4]2[C:8](=[CH:9][CH:10]=1)[N:7]([C:11]1[CH:16]=[C:15]([I:17])[CH:14]=[CH:13][N:12]=1)[N:6]=[C:5]2[C:18]([NH2:22])=[O:20]. The reactants are [F:1][C:2]1[CH:3]=[C:4]2[C:8](=[CH:9][CH:10]=1)[N:7]([C:11]1[CH:16]=[C:15]([I:17])[CH:14]=[CH:13][N:12]=1)[N:6]=[C:5]2[C:18]([OH:20])=O.[Cl-].[NH4+:22]. The yield is 0.990. No catalyst specified. (3) The reactants are C([O:8][C:9]([C:11]1[CH:16]=[CH:15][C:14](=[O:17])[N:13]([CH2:18][C:19]([O:21][CH2:22][CH3:23])=[O:20])[CH:12]=1)=[O:10])C1C=CC=CC=1. The catalyst is [Pd].C(O)C. The product is [CH2:22]([O:21][C:19]([CH2:18][N:13]1[C:14](=[O:17])[CH:15]=[CH:16][C:11]([C:9]([OH:10])=[O:8])=[CH:12]1)=[O:20])[CH3:23]. The yield is 0.950. (4) The yield is 0.930. The catalyst is CN(C=O)C. The product is [ClH:16].[N:21]12[CH2:26][CH2:25][CH:24]([CH2:23][CH2:22]1)[C@@H:19]([NH:18][C:7]([N:5]1[CH:6]=[C:2]([I:1])[CH:3]=[N:4]1)=[O:9])[CH2:20]2. The reactants are [I:1][C:2]1[CH:3]=[N:4][N:5]([C:7]([O:9]C2C=CC=CC=2)=O)[CH:6]=1.[ClH:16].Cl.[NH2:18][C@@H:19]1[CH:24]2[CH2:25][CH2:26][N:21]([CH2:22][CH2:23]2)[CH2:20]1.CCN(C(C)C)C(C)C.